Dataset: Forward reaction prediction with 1.9M reactions from USPTO patents (1976-2016). Task: Predict the product of the given reaction. (1) Given the reactants [F:1][C:2]1[CH:3]=[C:4]([CH:9]2[CH2:14][CH2:13][N:12]([C:15]([C:17]3[CH:18]=[N:19][C:20]4[N:21]([N:32]=[CH:33][C:34]=4[C:35](O)=[O:36])[C:22]=3[NH:23][C:24]3[CH:29]=[C:28]([CH3:30])[CH:27]=[CH:26][C:25]=3[CH3:31])=[O:16])[CH2:11][CH2:10]2)[CH:5]=[CH:6][C:7]=1[F:8].[CH2:38]([S:40]([NH2:43])(=[O:42])=[O:41])[CH3:39], predict the reaction product. The product is: [F:1][C:2]1[CH:3]=[C:4]([CH:9]2[CH2:10][CH2:11][N:12]([C:15]([C:17]3[CH:18]=[N:19][C:20]4[N:21]([N:32]=[CH:33][C:34]=4[C:35]([NH:43][S:40]([CH2:38][CH3:39])(=[O:42])=[O:41])=[O:36])[C:22]=3[NH:23][C:24]3[CH:29]=[C:28]([CH3:30])[CH:27]=[CH:26][C:25]=3[CH3:31])=[O:16])[CH2:13][CH2:14]2)[CH:5]=[CH:6][C:7]=1[F:8]. (2) Given the reactants Cl.[NH2:2][CH2:3][C:4]1[CH:12]=[CH:11][CH:10]=[C:9]2[C:5]=1[C:6](=[O:22])[N:7]([CH:14]1[CH2:19][CH2:18][C:17](=[O:20])[NH:16][C:15]1=[O:21])[C:8]2=[O:13].N12CCCN=C1CCCCC2.ON1C2C=CC=CC=2N=N1.[S:44]1[CH:48]=[CH:47][CH:46]=[C:45]1[CH2:49][C:50](O)=[O:51], predict the reaction product. The product is: [O:21]=[C:15]1[CH:14]([N:7]2[C:6](=[O:22])[C:5]3[C:9](=[CH:10][CH:11]=[CH:12][C:4]=3[CH2:3][NH:2][C:50](=[O:51])[CH2:49][C:45]3[S:44][CH:48]=[CH:47][CH:46]=3)[C:8]2=[O:13])[CH2:19][CH2:18][C:17](=[O:20])[NH:16]1.